Dataset: Forward reaction prediction with 1.9M reactions from USPTO patents (1976-2016). Task: Predict the product of the given reaction. Given the reactants [CH2:1]([CH:7]([CH2:10][CH2:11][CH2:12][CH2:13][CH2:14][CH2:15][CH2:16][CH3:17])[CH2:8]Cl)[CH2:2][CH2:3][CH2:4][CH2:5][CH3:6].[I-:18].[Na+], predict the reaction product. The product is: [CH2:1]([CH:7]([CH2:10][CH2:11][CH2:12][CH2:13][CH2:14][CH2:15][CH2:16][CH3:17])[CH2:8][I:18])[CH2:2][CH2:3][CH2:4][CH2:5][CH3:6].